The task is: Predict the reactants needed to synthesize the given product.. This data is from Full USPTO retrosynthesis dataset with 1.9M reactions from patents (1976-2016). (1) Given the product [F:17][CH2:9][C:3]1[C@H:4]2[CH2:8][O:7][CH2:6][C@H:5]2[O:1][N:2]=1, predict the reactants needed to synthesize it. The reactants are: [O:1]1[C@@H:5]2[CH2:6][O:7][CH2:8][C@@H:4]2[C:3]([CH2:9]O)=[N:2]1.C(N(S(F)(F)[F:17])CC)C. (2) Given the product [CH3:1][O:2][C:3]1[CH:12]=[C:11]2[C:6]([CH:7]=[C:8]([C:17]([OH:19])=[O:18])[CH:9]([C:13]([F:15])([F:16])[F:14])[O:10]2)=[CH:5][C:4]=1[CH:22]=[CH2:23], predict the reactants needed to synthesize it. The reactants are: [CH3:1][O:2][C:3]1[CH:12]=[C:11]2[C:6]([CH:7]=[C:8]([C:17]([O:19]CC)=[O:18])[CH:9]([C:13]([F:16])([F:15])[F:14])[O:10]2)=[CH:5][C:4]=1[CH:22]=[CH2:23].[OH-].[Li+].C(O)C.Cl. (3) Given the product [C:8]([NH:7][C@H:6]([C:5]([OH:52])=[O:4])[CH2:25][C:26]1[CH:31]=[CH:30][C:29]([O:32][P:33]([CH2:35][C:36]2[CH:41]=[CH:40][CH:39]=[CH:38][CH:37]=2)([CH2:42][C:43]2[CH:44]=[CH:45][CH:46]=[CH:47][CH:48]=2)=[O:34])=[C:28]([N+:49]([O-:51])=[O:50])[CH:27]=1)([O:10][CH2:11][CH:12]1[C:24]2[C:19](=[CH:20][CH:21]=[CH:22][CH:23]=2)[C:18]2[C:13]1=[CH:14][CH:15]=[CH:16][CH:17]=2)=[O:9], predict the reactants needed to synthesize it. The reactants are: C([O:4][C:5](=[O:52])[C@H:6]([CH2:25][C:26]1[CH:31]=[CH:30][C:29]([O:32][P:33]([CH2:42][C:43]2[CH:48]=[CH:47][CH:46]=[CH:45][CH:44]=2)([CH2:35][C:36]2[CH:41]=[CH:40][CH:39]=[CH:38][CH:37]=2)=[O:34])=[C:28]([N+:49]([O-:51])=[O:50])[CH:27]=1)[NH:7][C:8]([O:10][CH2:11][CH:12]1[C:24]2[C:19](=[CH:20][CH:21]=[CH:22][CH:23]=2)[C:18]2[C:13]1=[CH:14][CH:15]=[CH:16][CH:17]=2)=[O:9])C=C.CNC1C=CC=CC=1.CCOC(C)=O.OS([O-])(=O)=O.[K+].